From a dataset of Full USPTO retrosynthesis dataset with 1.9M reactions from patents (1976-2016). Predict the reactants needed to synthesize the given product. (1) Given the product [CH3:1][N:2]1[C:6]([C:7]2[CH:8]=[C:9]([C:13]([OH:15])=[O:14])[S:10][C:11]=2[CH3:12])=[C:5]([CH3:17])[CH:4]=[N:3]1, predict the reactants needed to synthesize it. The reactants are: [CH3:1][N:2]1[C:6]([C:7]2[CH:8]=[C:9]([C:13]([O:15]C)=[O:14])[S:10][C:11]=2[CH3:12])=[C:5]([CH3:17])[CH:4]=[N:3]1.[OH-].[Na+]. (2) Given the product [F:35][C:26]1[CH:25]=[CH:24][C:23]([CH:20]2[CH2:19][CH2:18][N:17]([CH2:16][CH2:15][CH2:14][NH:13][C:9](=[O:11])[CH:8]([C:5]3[CH:4]=[CH:3][C:2]([F:1])=[CH:7][CH:6]=3)[CH3:12])[CH2:22][CH2:21]2)=[CH:28][C:27]=1[NH:29][C:30](=[O:34])[CH:31]([CH3:32])[CH3:33], predict the reactants needed to synthesize it. The reactants are: [F:1][C:2]1[CH:7]=[CH:6][C:5]([CH:8]([CH3:12])[C:9]([OH:11])=O)=[CH:4][CH:3]=1.[NH2:13][CH2:14][CH2:15][CH2:16][N:17]1[CH2:22][CH2:21][CH:20]([C:23]2[CH:24]=[CH:25][C:26]([F:35])=[C:27]([NH:29][C:30](=[O:34])[CH:31]([CH3:33])[CH3:32])[CH:28]=2)[CH2:19][CH2:18]1. (3) The reactants are: [C:1]([C:4]([C:16](=[O:18])[CH3:17])=[CH:5][C:6]1[CH:13]=[CH:12][C:9]([C:10]#[N:11])=[CH:8][C:7]=1[O:14][CH3:15])(=O)[CH3:2].[NH2:19][C:20]1[CH:25]=[CH:24][NH:23][C:22](=[O:26])[CH:21]=1. Given the product [C:16]([C:4]1[CH:5]([C:6]2[CH:13]=[CH:12][C:9]([C:10]#[N:11])=[CH:8][C:7]=2[O:14][CH3:15])[C:21]2[C:22](=[O:26])[NH:23][CH:24]=[CH:25][C:20]=2[NH:19][C:1]=1[CH3:2])(=[O:18])[CH3:17], predict the reactants needed to synthesize it. (4) Given the product [Cl:1][C:2]1[CH:7]=[CH:6][C:5]([NH:8][C:9]([C:11]2[C:12]([CH3:21])=[N:13][C:14]([C:17]([F:20])([F:19])[F:18])=[CH:15][CH:16]=2)=[O:10])=[CH:4][C:3]=1[C:14]1[CH:15]=[CH:16][C:11]([CH3:9])=[CH:12][N:13]=1, predict the reactants needed to synthesize it. The reactants are: [Cl:1][C:2]1[CH:7]=[CH:6][C:5]([NH:8][C:9]([C:11]2[C:12]([CH3:21])=[N:13][C:14]([C:17]([F:20])([F:19])[F:18])=[CH:15][CH:16]=2)=[O:10])=[CH:4][C:3]=1I. (5) Given the product [C:1]([O:5][C:6]([CH:7]1[CH:24]([C:19]2[CH:20]=[C:21]([F:23])[CH:22]=[C:17]([Cl:16])[CH:18]=2)[C:25]([C:28]2[CH:33]=[CH:32][C:31]([Cl:34])=[CH:30][C:29]=2[F:35])([C:26]#[N:27])[CH:9]([CH2:10][C:11]([CH3:14])([CH3:13])[CH3:12])[NH:8]1)=[O:15])([CH3:4])([CH3:3])[CH3:2], predict the reactants needed to synthesize it. The reactants are: [C:1]([O:5][C:6](=[O:15])[CH2:7]/[N:8]=[CH:9]/[CH2:10][C:11]([CH3:14])([CH3:13])[CH3:12])([CH3:4])([CH3:3])[CH3:2].[Cl:16][C:17]1[CH:18]=[C:19](/[CH:24]=[C:25](/[C:28]2[CH:33]=[CH:32][C:31]([Cl:34])=[CH:30][C:29]=2[F:35])\[C:26]#[N:27])[CH:20]=[C:21]([F:23])[CH:22]=1.C(N(CC)CC)C. (6) The reactants are: [Cl:1][C:2]1[CH:7]=[CH:6][C:5]([C:8]2[CH:9]=[N:10][CH:11]=[C:12]3[C:17]=2[N:16]=[C:15]([C:18]([OH:20])=O)[CH:14]=[CH:13]3)=[CH:4][CH:3]=1.C(N(CC)C(C)C)(C)C.F[P-](F)(F)(F)(F)F.N1(OC(N(C)C)=[N+](C)C)C2N=CC=CC=2N=N1.[CH3:54][S:55]([C:58]1[CH:63]=[CH:62][C:61]([CH2:64][NH2:65])=[CH:60][CH:59]=1)(=[O:57])=[O:56]. Given the product [Cl:1][C:2]1[CH:3]=[CH:4][C:5]([C:8]2[CH:9]=[N:10][CH:11]=[C:12]3[C:17]=2[N:16]=[C:15]([C:18]([NH:65][CH2:64][C:61]2[CH:60]=[CH:59][C:58]([S:55]([CH3:54])(=[O:57])=[O:56])=[CH:63][CH:62]=2)=[O:20])[CH:14]=[CH:13]3)=[CH:6][CH:7]=1, predict the reactants needed to synthesize it. (7) The reactants are: C(OC(NC(C)(CC1C=CC=CC=1)COCC1C=C(C=C(N(S(C)(=O)=O)CCC)C=1)C(O)=O)=O)(C)(C)C.C(C1CCCN1)CC.[NH2:46][C:47]([CH3:85])([CH2:78][C:79]1[CH:84]=[CH:83][CH:82]=[CH:81][CH:80]=1)[CH2:48][O:49][CH2:50][C:51]1[CH:52]=[C:53]([N:70]([CH2:75][CH2:76][CH3:77])[S:71]([CH3:74])(=[O:73])=[O:72])[CH:54]=[C:55]([C:57]([N:59]2[CH2:63][CH2:62][CH2:61][CH:60]2[C:64]2C=CC=[CH:66][CH:65]=2)=[O:58])[CH:56]=1. Given the product [NH2:46][C:47]([CH3:85])([CH2:78][C:79]1[CH:80]=[CH:81][CH:82]=[CH:83][CH:84]=1)[CH2:48][O:49][CH2:50][C:51]1[CH:52]=[C:53]([N:70]([CH2:75][CH2:76][CH3:77])[S:71]([CH3:74])(=[O:72])=[O:73])[CH:54]=[C:55]([C:57]([N:59]2[CH2:63][CH2:62][CH2:61][CH:60]2[CH2:64][CH2:65][CH3:66])=[O:58])[CH:56]=1, predict the reactants needed to synthesize it. (8) Given the product [F:1][C:2]1[C:3]([N+:10]([O-:12])=[O:11])=[C:4]([CH:5]=[C:6]([F:8])[CH:7]=1)[NH:14][CH3:13], predict the reactants needed to synthesize it. The reactants are: [F:1][C:2]1[CH:7]=[C:6]([F:8])[CH:5]=[C:4](F)[C:3]=1[N+:10]([O-:12])=[O:11].[CH3:13][NH2:14]. (9) Given the product [Cl:1][C:2]1[N:10]=[C:9]([F:11])[N:8]=[C:7]2[C:3]=1[N:4]=[CH:5][N:6]2[CH:13]([CH3:14])[CH3:12], predict the reactants needed to synthesize it. The reactants are: [Cl:1][C:2]1[N:10]=[C:9]([F:11])[N:8]=[C:7]2[C:3]=1[N:4]=[CH:5][NH:6]2.[CH3:12][CH:13](O)[CH3:14].C1C=CC(P(C2C=CC=CC=2)C2C=CC=CC=2)=CC=1.CCOC(/N=N/C(OCC)=O)=O.